From a dataset of Full USPTO retrosynthesis dataset with 1.9M reactions from patents (1976-2016). Predict the reactants needed to synthesize the given product. (1) The reactants are: [Br:1][C:2]1[C:3](Cl)=[N:4][C:5](Cl)=[N:6][CH:7]=1.[Cl:10][C:11]1[CH:17]=[CH:16][C:14]([NH2:15])=[CH:13][CH:12]=1.[CH3:18][C:19]1[CH:23]=[C:22]([CH3:24])[NH:21][N:20]=1. Given the product [Br:1][C:2]1[C:3]([NH:15][C:14]2[CH:16]=[CH:17][C:11]([Cl:10])=[CH:12][CH:13]=2)=[N:4][C:5]([N:20]2[C:19]([CH3:18])=[CH:23][C:22]([CH3:24])=[N:21]2)=[N:6][CH:7]=1, predict the reactants needed to synthesize it. (2) Given the product [C:24]([O:23][C:21]([N:9]1[CH2:10][CH2:11][CH:12]([O:13][Si:14]([C:17]([CH3:19])([CH3:18])[CH3:20])([CH3:15])[CH3:16])[C:7](=[O:28])[CH2:8]1)=[O:22])([CH3:25])([CH3:27])[CH3:26], predict the reactants needed to synthesize it. The reactants are: C(OC/C=[C:7]1\[CH2:8][N:9]([C:21]([O:23][C:24]([CH3:27])([CH3:26])[CH3:25])=[O:22])[CH2:10][CH2:11][CH:12]\1[O:13][Si:14]([C:17]([CH3:20])([CH3:19])[CH3:18])([CH3:16])[CH3:15])(=O)C.[O:28]=[O+][O-]. (3) Given the product [Cl:8][C:6]1[CH:7]=[C:2]([NH:31][CH2:30][C:27]2[CH:28]=[CH:29][C:24]([O:23][CH3:22])=[CH:25][CH:26]=2)[C:3]2[N:4]([C:9]([C:12]([NH:14][C:15]3[CH:20]=[CH:19][N:18]=[CH:17][C:16]=3[F:21])=[O:13])=[CH:10][N:11]=2)[N:5]=1, predict the reactants needed to synthesize it. The reactants are: Br[C:2]1[C:3]2[N:4]([C:9]([C:12]([NH:14][C:15]3[CH:20]=[CH:19][N:18]=[CH:17][C:16]=3[F:21])=[O:13])=[CH:10][N:11]=2)[N:5]=[C:6]([Cl:8])[CH:7]=1.[CH3:22][O:23][C:24]1[CH:29]=[CH:28][C:27]([CH2:30][NH2:31])=[CH:26][CH:25]=1.CCN(C(C)C)C(C)C.O. (4) Given the product [N:7]1([CH2:3][CH2:2][C:1]([O:5][CH3:6])=[O:4])[CH2:9][CH2:8]1, predict the reactants needed to synthesize it. The reactants are: [C:1]([O:5][CH3:6])(=[O:4])[CH:2]=[CH2:3].[NH:7]1[CH2:9][CH2:8]1.C(OC)(=O)C=C.N1CC1. (5) Given the product [C:66]([O:65][C:63]([N:22]([CH2:21][C@@H:20]([C:12]1[CH:11]=[CH:10][C:9]([OH:8])=[C:18]2[C:13]=1[CH:14]=[CH:15][C:16](=[O:19])[NH:17]2)[O:70][Si:71]([CH3:77])([CH3:76])[C:72]([CH3:74])([CH3:75])[CH3:73])[CH2:23][CH2:24][CH2:25][CH2:26][CH2:27][O:28][C:29]([NH:31][C:32]1[CH:33]=[C:34]([C:38]([OH:62])([C:56]2[CH:57]=[CH:58][CH:59]=[CH:60][CH:61]=2)[C:39]([O:41][CH2:42][CH:43]2[CH2:48][CH2:47][N:46]([CH2:49][C:50]3[CH:51]=[CH:52][CH:53]=[CH:54][CH:55]=3)[CH2:45][CH2:44]2)=[O:40])[CH:35]=[CH:36][CH:37]=1)=[O:30])=[O:64])([CH3:67])([CH3:68])[CH3:69], predict the reactants needed to synthesize it. The reactants are: C([O:8][C:9]1[CH:10]=[CH:11][C:12]([C@@H:20]([O:70][Si:71]([CH3:77])([CH3:76])[C:72]([CH3:75])([CH3:74])[CH3:73])[CH2:21][N:22]([C:63]([O:65][C:66]([CH3:69])([CH3:68])[CH3:67])=[O:64])[CH2:23][CH2:24][CH2:25][CH2:26][CH2:27][O:28][C:29]([NH:31][C:32]2[CH:33]=[C:34]([C:38]([OH:62])([C:56]3[CH:61]=[CH:60][CH:59]=[CH:58][CH:57]=3)[C:39]([O:41][CH2:42][CH:43]3[CH2:48][CH2:47][N:46]([CH2:49][C:50]4[CH:55]=[CH:54][CH:53]=[CH:52][CH:51]=4)[CH2:45][CH2:44]3)=[O:40])[CH:35]=[CH:36][CH:37]=2)=[O:30])=[C:13]2[C:18]=1[NH:17][C:16](=[O:19])[CH:15]=[CH:14]2)C1C=CC=CC=1.[H][H]. (6) Given the product [Br:1][C:2]1[CH:3]=[C:4]([CH:5]=[CH:6][C:7]=1[O:8][CH3:9])[CH2:10][O:11][Si:16]([C:13]([CH3:15])([CH3:14])[CH3:12])([CH3:18])[CH3:17], predict the reactants needed to synthesize it. The reactants are: [Br:1][C:2]1[CH:3]=[C:4]([CH2:10][OH:11])[CH:5]=[CH:6][C:7]=1[O:8][CH3:9].[CH3:12][C:13]([Si:16](Cl)([CH3:18])[CH3:17])([CH3:15])[CH3:14].N1C=CN=C1.O. (7) Given the product [CH3:18][C:19]1([CH3:35])[C:23]([CH3:25])([CH3:24])[O:22][B:21]([C:2]2[CH:7]=[CH:6][C:5]([C@@H:8]([NH:10][C:11](=[O:17])[O:12][C:13]([CH3:16])([CH3:15])[CH3:14])[CH3:9])=[CH:4][CH:3]=2)[O:20]1, predict the reactants needed to synthesize it. The reactants are: Br[C:2]1[CH:7]=[CH:6][C:5]([C@@H:8]([NH:10][C:11](=[O:17])[O:12][C:13]([CH3:16])([CH3:15])[CH3:14])[CH3:9])=[CH:4][CH:3]=1.[CH3:18][C:19]1([CH3:35])[C:23]([CH3:25])([CH3:24])[O:22][B:21]([B:21]2[O:22][C:23]([CH3:25])([CH3:24])[C:19]([CH3:35])([CH3:18])[O:20]2)[O:20]1.C([O-])(=O)C.[K+].